From a dataset of Full USPTO retrosynthesis dataset with 1.9M reactions from patents (1976-2016). Predict the reactants needed to synthesize the given product. (1) Given the product [OH:2][C:3]1[CH:20]=[CH:19][C:18]2[C@@H:17]3[C@H:8]([C@H:9]4[C@@:13]([CH2:15][CH2:16]3)([CH3:14])[C@@H:12]([OH:21])[CH2:11][CH2:10]4)[C@H:7]([CH2:22][CH2:42][CH2:41][CH2:40][CH2:39][CH2:38][CH2:37][CH2:36][CH:30]([CH2:29][CH2:28][CH2:27][C:26]([F:25])([F:47])[C:43]([F:44])([F:45])[F:46])[C:31]([OH:33])=[O:32])[CH2:6][C:5]=2[CH:4]=1, predict the reactants needed to synthesize it. The reactants are: C[O:2][C:3]1[CH:20]=[CH:19][C:18]2[C@@H:17]3[C@H:8]([C@H:9]4[C@@:13]([CH2:15][CH2:16]3)([CH3:14])[C@@H:12]([OH:21])[CH2:11][CH2:10]4)[C@H:7]([CH2:22]C=C)[CH2:6][C:5]=2[CH:4]=1.[F:25][C:26]([F:47])([C:43]([F:46])([F:45])[F:44])[CH2:27][CH2:28][CH2:29][CH:30]([CH2:36][CH2:37][CH2:38][CH2:39][CH2:40][CH:41]=[CH2:42])[C:31]([O:33]CC)=[O:32]. (2) Given the product [NH:7]1[CH2:8][CH:5]([O:4][C:3]2[CH:16]=[CH:17][C:18]([CH2:20][N:21]3[CH2:22][CH2:23][O:24][CH2:25][CH2:26]3)=[CH:19][C:2]=2[CH3:1])[CH2:6]1, predict the reactants needed to synthesize it. The reactants are: [CH3:1][C:2]1[CH:19]=[C:18]([CH2:20][N:21]2[CH2:26][CH2:25][O:24][CH2:23][CH2:22]2)[CH:17]=[CH:16][C:3]=1[O:4][CH:5]1[CH2:8][N:7](C(OC(C)(C)C)=O)[CH2:6]1.Cl. (3) Given the product [CH2:1]([C:6]1[C:7](=[O:11])[CH2:8][CH2:9][CH:10]=1)[CH2:2][CH2:3][CH2:4][CH3:5], predict the reactants needed to synthesize it. The reactants are: [CH:1](=[C:6]1[CH2:10][CH2:9][CH2:8][C:7]1=[O:11])[CH2:2][CH2:3][CH2:4][CH3:5].II. (4) Given the product [C:8]1([C:6]([C:5]2[CH:4]=[CH:3][C:2]([CH3:1])=[CH:15][CH:14]=2)=[C:6]([C:8]2[CH:13]=[CH:12][CH:11]=[CH:10][CH:9]=2)[C:5]2[CH:14]=[CH:15][C:2]([CH3:1])=[CH:3][CH:4]=2)[CH:9]=[CH:10][CH:11]=[CH:12][CH:13]=1, predict the reactants needed to synthesize it. The reactants are: [CH3:1][C:2]1[CH:15]=[CH:14][C:5]([C:6]([C:8]2[CH:13]=[CH:12][CH:11]=[CH:10][CH:9]=2)=O)=[CH:4][CH:3]=1. (5) Given the product [F:36][C:19]1[CH:18]=[C:17]([NH:16][C:15]([NH:14][CH2:13][C:12]2[C:7]([O:6][CH:1]3[CH2:5][CH2:4][CH2:3][CH2:2]3)=[N:8][C:9]([C:38]([F:41])([F:40])[F:39])=[CH:10][CH:11]=2)=[O:37])[CH:35]=[CH:34][C:20]=1[CH2:21][NH:22][S:23](=[O:25])(=[O:24])[NH2:26], predict the reactants needed to synthesize it. The reactants are: [CH:1]1([O:6][C:7]2[C:12]([CH2:13][NH:14][C:15](=[O:37])[NH:16][C:17]3[CH:35]=[CH:34][C:20]([CH2:21][NH:22][S:23]([NH:26]C(=O)OC(C)(C)C)(=[O:25])=[O:24])=[C:19]([F:36])[CH:18]=3)=[CH:11][CH:10]=[C:9]([C:38]([F:41])([F:40])[F:39])[N:8]=2)[CH2:5][CH2:4][CH2:3][CH2:2]1.FC(F)(F)C(O)=O.C(=O)(O)[O-].[Na+]. (6) Given the product [CH3:10][C:11]1([CH3:19])[O:16][C:15](=[O:17])[C:14](=[CH:20][NH:9][C:6]2[CH:7]=[N:8][C:3]([O:2][CH3:1])=[CH:4][CH:5]=2)[C:13](=[O:18])[O:12]1, predict the reactants needed to synthesize it. The reactants are: [CH3:1][O:2][C:3]1[N:8]=[CH:7][C:6]([NH2:9])=[CH:5][CH:4]=1.[CH3:10][C:11]1([CH3:19])[O:16][C:15](=[O:17])[CH2:14][C:13](=[O:18])[O:12]1.[CH2:20](OC(OCC)OCC)C. (7) Given the product [Cl:16][C:2]1[N:3]=[N:4][C:5]2[CH2:6][CH2:7][CH2:8][CH2:9][C:10]=2[C:11]=1[C:12]#[N:13], predict the reactants needed to synthesize it. The reactants are: O[C:2]1[N:3]=[N:4][C:5]2[CH2:6][CH2:7][CH2:8][CH2:9][C:10]=2[C:11]=1[C:12]#[N:13].O=P(Cl)(Cl)[Cl:16]. (8) Given the product [O:14]1[CH2:19][CH2:18][CH2:17][CH2:16][CH:15]1[O:1][CH2:2][CH2:3][C:4]([O:6][CH2:7][C:8]1[CH:13]=[CH:12][CH:11]=[CH:10][CH:9]=1)=[O:5], predict the reactants needed to synthesize it. The reactants are: [OH:1][CH2:2][CH2:3][C:4]([O:6][CH2:7][C:8]1[CH:13]=[CH:12][CH:11]=[CH:10][CH:9]=1)=[O:5].[O:14]1[CH:19]=[CH:18][CH2:17][CH2:16][CH2:15]1.CC1C=CC(S([O-])(=O)=O)=CC=1.C1C=C[NH+]=CC=1.O. (9) Given the product [CH3:1][N:2]([CH3:3])[C:5]1[CH:10]=[N:9][C:8]([N+:11]([O-:13])=[O:12])=[CH:7][CH:6]=1, predict the reactants needed to synthesize it. The reactants are: [CH3:1][NH:2][CH3:3].Br[C:5]1[CH:6]=[CH:7][C:8]([N+:11]([O-:13])=[O:12])=[N:9][CH:10]=1. (10) Given the product [CH3:18][O:17][C:9]1[CH:10]=[C:11]([N+:14]([O-:16])=[O:15])[CH:12]=[CH:13][C:8]=1[O:7][CH2:6][CH2:5][N:1]1[CH2:4][CH2:3][CH2:2]1, predict the reactants needed to synthesize it. The reactants are: [N:1]1([C:5](=O)[CH2:6][O:7][C:8]2[CH:13]=[CH:12][C:11]([N+:14]([O-:16])=[O:15])=[CH:10][C:9]=2[O:17][CH3:18])[CH2:4][CH2:3][CH2:2]1.B.